Dataset: Forward reaction prediction with 1.9M reactions from USPTO patents (1976-2016). Task: Predict the product of the given reaction. (1) Given the reactants [Br:1][C:2]1[CH:3]=[C:4]([CH:8]=[CH:9][C:10]=1[CH3:11])[C:5](Cl)=[O:6].C(N(CC)CC)C.[F:19][C:20]([F:29])([F:28])[C:21]1[CH:22]=[C:23]([CH:25]=[CH:26][CH:27]=1)[NH2:24], predict the reaction product. The product is: [Br:1][C:2]1[CH:3]=[C:4]([CH:8]=[CH:9][C:10]=1[CH3:11])[C:5]([NH:24][C:23]1[CH:25]=[CH:26][CH:27]=[C:21]([C:20]([F:19])([F:28])[F:29])[CH:22]=1)=[O:6]. (2) Given the reactants [Mg].[CH3:2][O:3][C:4]1[CH:5]=[C:6](Cl)[CH:7]=[C:8]([O:10][CH3:11])[CH:9]=1.II.[O:15]1[CH2:19][CH2:18][CH:17]([CH:20]=[O:21])[CH2:16]1, predict the reaction product. The product is: [CH3:2][O:3][C:4]1[CH:5]=[C:6]([CH:20]([CH:17]2[CH2:18][CH2:19][O:15][CH2:16]2)[OH:21])[CH:7]=[C:8]([O:10][CH3:11])[CH:9]=1. (3) Given the reactants C(O[C:6](=[O:25])[NH:7][C@H:8]([CH:13]([C:15](=[O:24])[NH:16][CH2:17][C:18]1[CH:23]=[CH:22][CH:21]=[CH:20][CH:19]=1)[OH:14])[CH2:9][CH2:10][CH2:11][CH3:12])(C)(C)C.FC(F)(F)C(O)=O.C(N(CC)C(C)C)(C)C.[C:42]([NH:45][C@@H:46]([CH2:66][C:67]1[CH:72]=[CH:71][CH:70]=[CH:69][C:68]=1[CH3:73])[C:47]([NH:49][C@@H:50]([C:62]([CH3:65])([CH3:64])[CH3:63])[C:51]([NH:53][C@@H:54]([CH2:58][CH:59]([CH3:61])[CH3:60])C(O)=O)=[O:52])=[O:48])(=[O:44])[CH3:43].CN(C(ON1N=NC2C=CC=NC1=2)=[N+](C)C)C.F[P-](F)(F)(F)(F)F, predict the reaction product. The product is: [CH2:17]([NH:16][C:15](=[O:24])[C@@H:13]([OH:14])[CH:8]([NH:7][C:6](=[O:25])[C@@H:54]([NH:53][C:51](=[O:52])[C@@H:50]([NH:49][C:47](=[O:48])[C@@H:46]([NH:45][C:42](=[O:44])[CH3:43])[CH2:66][C:67]1[CH:72]=[CH:71][CH:70]=[CH:69][C:68]=1[CH3:73])[C:62]([CH3:63])([CH3:64])[CH3:65])[CH2:58][CH:59]([CH3:61])[CH3:60])[CH2:9][CH2:10][CH2:11][CH3:12])[C:18]1[CH:19]=[CH:20][CH:21]=[CH:22][CH:23]=1. (4) Given the reactants [NH:1]1[CH2:6][CH2:5][C:4]2([O:11][C:10]3[C:12]4[C:17]([C:18](=[O:21])[C:19](=[O:20])[C:9]=3[S:8][CH2:7]2)=[CH:16][CH:15]=[CH:14][CH:13]=4)[CH2:3][CH2:2]1.[O:22]1[CH2:24][CH:23]1[CH2:25][O:26][CH2:27][C:28]1[O:29][CH:30]=[CH:31][CH:32]=1, predict the reaction product. The product is: [O:29]1[CH:30]=[CH:31][CH:32]=[C:28]1[CH2:27][O:26][CH2:25][CH:23]([OH:22])[CH2:24][N:1]1[CH2:2][CH2:3][C:4]2([O:11][C:10]3[C:12]4[C:17]([C:18](=[O:21])[C:19](=[O:20])[C:9]=3[S:8][CH2:7]2)=[CH:16][CH:15]=[CH:14][CH:13]=4)[CH2:5][CH2:6]1.